This data is from Forward reaction prediction with 1.9M reactions from USPTO patents (1976-2016). The task is: Predict the product of the given reaction. (1) Given the reactants [CH3:1][O:2][CH2:3][C:4]1[NH:5][C:6]([C:10]2[C:11]([CH3:20])=[CH:12][C:13]([CH3:19])=[C:14]([CH:18]=2)[C:15]([OH:17])=O)=[C:7]([CH3:9])[N:8]=1.CCN=C=NCCCN(C)C.Cl.C1C=CC2N(O)N=NC=2C=1.Cl.[NH:44]1[CH2:49][CH2:48][CH:47]([C:50]2[CH:57]=[CH:56][C:53]([C:54]#[N:55])=[CH:52][CH:51]=2)[CH2:46][CH2:45]1, predict the reaction product. The product is: [CH3:1][O:2][CH2:3][C:4]1[NH:5][C:6]([C:10]2[C:11]([CH3:20])=[CH:12][C:13]([CH3:19])=[C:14]([CH:18]=2)[C:15]([N:44]2[CH2:49][CH2:48][CH:47]([C:50]3[CH:57]=[CH:56][C:53]([C:54]#[N:55])=[CH:52][CH:51]=3)[CH2:46][CH2:45]2)=[O:17])=[C:7]([CH3:9])[N:8]=1. (2) Given the reactants [F:1][C:2]1[CH:3]=[C:4]2[C:8](=[CH:9][C:10]=1[O:11][CH3:12])[NH:7][C:6]([C:13]1[CH:18]=[CH:17][CH:16]=[CH:15][CH:14]=1)=[CH:5]2.[CH:19]([C:21]1[N:26]=[C:25]([C:27]([O:29][CH3:30])=[O:28])[CH:24]=[CH:23][CH:22]=1)=[O:20].C1CCN2C(=NCCC2)CC1, predict the reaction product. The product is: [F:1][C:2]1[CH:3]=[C:4]2[C:8](=[CH:9][C:10]=1[O:11][CH3:12])[NH:7][C:6]([C:13]1[CH:14]=[CH:15][CH:16]=[CH:17][CH:18]=1)=[C:5]2[CH:19]([OH:20])[C:21]1[N:26]=[C:25]([C:27]([O:29][CH3:30])=[O:28])[CH:24]=[CH:23][CH:22]=1. (3) Given the reactants [CH3:1][C:2]1[N:7]=[C:6]([C:8]([O:10][CH3:11])=[O:9])[CH:5]=[N:4][CH:3]=1.C1C(=O)N(Br)C(=O)C1.[NH:20]1[CH2:25][CH2:24][O:23][CH2:22][CH2:21]1, predict the reaction product. The product is: [N:20]1([CH2:1][C:2]2[N:7]=[C:6]([C:8]([O:10][CH3:11])=[O:9])[CH:5]=[N:4][CH:3]=2)[CH2:25][CH2:24][O:23][CH2:22][CH2:21]1. (4) The product is: [CH3:32][O:71][C:70](=[O:72])[C:69]1[CH:73]=[CH:74][C:66]([NH:65][C:28]([C@H:9]2[C@H:8]([C:4]3[CH:5]=[CH:6][CH:7]=[C:2]([Cl:1])[C:3]=3[F:31])[C@:12]([C:15]3[CH:20]=[CH:19][C:18]([Cl:21])=[CH:17][C:16]=3[F:22])([C:13]#[N:14])[C@H:11]([CH2:23][C:24]([CH3:27])([CH3:25])[CH3:26])[NH:10]2)=[O:30])=[CH:67][C:68]=1[O:75][CH3:76]. Given the reactants [Cl:1][C:2]1[C:3]([F:31])=[C:4]([CH:8]2[C:12]([C:15]3[CH:20]=[CH:19][C:18]([Cl:21])=[CH:17][C:16]=3[F:22])([C:13]#[N:14])[CH:11]([CH2:23][C:24]([CH3:27])([CH3:26])[CH3:25])[NH:10][CH:9]2[C:28]([OH:30])=O)[CH:5]=[CH:6][CH:7]=1.[CH3:32]N(C(ON1N=NC2C=CC=NC1=2)=[N+](C)C)C.F[P-](F)(F)(F)(F)F.CCN(C(C)C)C(C)C.[NH2:65][C:66]1[CH:74]=[CH:73][C:69]([C:70]([OH:72])=[O:71])=[C:68]([O:75][CH3:76])[CH:67]=1, predict the reaction product.